Predict the product of the given reaction. From a dataset of Forward reaction prediction with 1.9M reactions from USPTO patents (1976-2016). (1) Given the reactants C1(P(C2C=CC=CC=2)C2C=CC=CC=2)C=CC=CC=1.[CH2:20]([C:24]1[S:28][C:27]([S:29]([NH:32][C:33]([CH3:36])([CH3:35])[CH3:34])(=[O:31])=[O:30])=[C:26](B(O)O)[CH:25]=1)[CH:21]([CH3:23])[CH3:22].Br[C:41]1[CH:42]=[C:43]([CH:46]=[CH:47][CH:48]=1)[CH:44]=[O:45].C(=O)([O-])[O-].[K+].[K+], predict the reaction product. The product is: [CH:44]([C:43]1[CH:42]=[C:41]([C:26]2[CH:25]=[C:24]([CH2:20][CH:21]([CH3:23])[CH3:22])[S:28][C:27]=2[S:29]([NH:32][C:33]([CH3:36])([CH3:35])[CH3:34])(=[O:31])=[O:30])[CH:48]=[CH:47][CH:46]=1)=[O:45]. (2) Given the reactants CO[C:3](=[O:19])[C:4]1[CH:9]=[CH:8][CH:7]=[CH:6][C:5]=1[NH:10][CH2:11][C:12]1[CH:17]=[CH:16][N:15]=[C:14]([Br:18])[CH:13]=1.[NH2:20][C:21]1[C:29]2[C:25](=[CH:26][N:27]([CH3:30])[N:28]=2)[C:24]([F:31])=[CH:23][CH:22]=1, predict the reaction product. The product is: [Br:18][C:14]1[CH:13]=[C:12]([CH2:11][NH:10][C:5]2[CH:6]=[CH:7][CH:8]=[CH:9][C:4]=2[C:3]([NH:20][C:21]2[C:29]3[C:25](=[CH:26][N:27]([CH3:30])[N:28]=3)[C:24]([F:31])=[CH:23][CH:22]=2)=[O:19])[CH:17]=[CH:16][N:15]=1. (3) Given the reactants Cl.CN.CS([C:8]1[N:13]=[C:12]([C:14]2[CH:19]=[CH:18][CH:17]=[CH:16][C:15]=2[O:20][C:21]2[CH:26]=[CH:25][C:24]([N+:27]([O-:29])=[O:28])=[CH:23][CH:22]=2)[CH:11]=[CH:10][N:9]=1)(=O)=O.C[CH2:31][N:32](C(C)C)C(C)C, predict the reaction product. The product is: [CH3:31][NH:32][C:8]1[N:13]=[C:12]([C:14]2[CH:19]=[CH:18][CH:17]=[CH:16][C:15]=2[O:20][C:21]2[CH:26]=[CH:25][C:24]([N+:27]([O-:29])=[O:28])=[CH:23][CH:22]=2)[CH:11]=[CH:10][N:9]=1. (4) Given the reactants C([O:3][C:4](=[O:36])[CH2:5][CH2:6][NH:7][C:8](=[O:35])[C:9]1[CH:14]=[CH:13][C:12]([CH:15]([CH:29]2[CH2:32][C:31]([CH3:34])([CH3:33])[CH2:30]2)[NH:16][C:17]2[C:26]([CH3:27])=[CH:25][C:24]3[C:19](=[CH:20][CH:21]=[C:22]([F:28])[CH:23]=3)[N:18]=2)=[CH:11][CH:10]=1)C.FC1C=C2C(=CC=1)[N+]([O-])=CC(C)=C2.[OH-].[Na+].Cl, predict the reaction product. The product is: [CH3:33][C:31]1([CH3:34])[CH2:32][CH:29]([CH:15]([NH:16][C:17]2[C:26]([CH3:27])=[CH:25][C:24]3[C:19](=[CH:20][CH:21]=[C:22]([F:28])[CH:23]=3)[N:18]=2)[C:12]2[CH:11]=[CH:10][C:9]([C:8]([NH:7][CH2:6][CH2:5][C:4]([OH:36])=[O:3])=[O:35])=[CH:14][CH:13]=2)[CH2:30]1. (5) Given the reactants Cl[C:2]1[C:11]2[C:6](=[CH:7][CH:8]=[C:9]([N+:12]([O-:14])=[O:13])[CH:10]=2)[N:5]=[C:4]([CH3:15])[C:3]=1[C:16]#[N:17].[Cl:18][C:19]1[CH:20]=[C:21]([CH:23]=[CH:24][C:25]=1[F:26])[NH2:22], predict the reaction product. The product is: [Cl:18][C:19]1[CH:20]=[C:21]([NH:22][C:2]2[C:11]3[C:6](=[CH:7][CH:8]=[C:9]([N+:12]([O-:14])=[O:13])[CH:10]=3)[N:5]=[C:4]([CH3:15])[C:3]=2[C:16]#[N:17])[CH:23]=[CH:24][C:25]=1[F:26]. (6) Given the reactants [C:1]([O:5][C:6]([N:8]1[CH2:15][CH:14]2[CH:10]([CH2:11][N:12]([C:16]3[CH:21]=[CH:20][C:19](Br)=[CH:18][N:17]=3)[CH2:13]2)[CH2:9]1)=[O:7])([CH3:4])([CH3:3])[CH3:2].[C:23]1(B(O)O)[CH:28]=[CH:27][CH:26]=[CH:25][CH:24]=1.[Cl-].C(C1C=CC=C(CCC)C=1[N+]1C=CN(C2C(CCC)=CC=CC=2CCC)C=1)CC.C([O-])([O-])=O.[Cs+].[Cs+], predict the reaction product. The product is: [C:1]([O:5][C:6]([N:8]1[CH2:15][CH:14]2[CH:10]([CH2:11][N:12]([C:16]3[CH:21]=[CH:20][C:19]([C:23]4[CH:28]=[CH:27][CH:26]=[CH:25][CH:24]=4)=[CH:18][N:17]=3)[CH2:13]2)[CH2:9]1)=[O:7])([CH3:4])([CH3:3])[CH3:2]. (7) Given the reactants [H-].[Na+].[S:3]1[CH2:8][CH2:7][CH2:6][S:5][CH:4]1[C:9]([O:11][C:12]([CH3:15])([CH3:14])[CH3:13])=[O:10].Br[CH2:17][CH2:18][O:19][CH3:20].[Cl-].[NH4+], predict the reaction product. The product is: [CH3:20][O:19][CH2:18][CH2:17][C:4]1([C:9]([O:11][C:12]([CH3:15])([CH3:14])[CH3:13])=[O:10])[S:5][CH2:6][CH2:7][CH2:8][S:3]1.